This data is from Forward reaction prediction with 1.9M reactions from USPTO patents (1976-2016). The task is: Predict the product of the given reaction. (1) Given the reactants C1(COC([N:11]2[CH2:16][CH2:15][CH:14]([C:17]3[C:22]([F:23])=[CH:21][C:20]([N:24]4[CH2:28][C@H:27]([CH2:29][NH:30][C:31](=[O:33])[CH3:32])[O:26][C:25]4=[O:34])=[CH:19][C:18]=3[F:35])[CH2:13][CH2:12]2)=O)C=CC=CC=1.FC(F)(F)C(O)=O, predict the reaction product. The product is: [O:34]=[C:25]1[N:24]([C:20]2[CH:19]=[C:18]([F:35])[C:17]([CH:14]3[CH2:15][CH2:16][NH:11][CH2:12][CH2:13]3)=[C:22]([F:23])[CH:21]=2)[CH2:28][C@H:27]([CH2:29][NH:30][C:31](=[O:33])[CH3:32])[O:26]1. (2) Given the reactants Cl.[CH2:2]([O:9][NH2:10])[C:3]1[CH:8]=[CH:7][CH:6]=[CH:5][CH:4]=1.CN1CCOCC1.C1C=CC2N(O)N=NC=2C=1.CCN=C=NCCCN(C)C.[CH3:39][C:40]([CH3:59])([CH3:58])[C@H:41]([NH:46][C:47]([C@@H:49]([CH2:54][CH:55]([CH3:57])[CH3:56])[CH2:50][C:51](O)=[O:52])=[O:48])[C:42]([NH:44][CH3:45])=[O:43], predict the reaction product. The product is: [CH2:2]([O:9][NH:10][C:51](=[O:52])[CH2:50][C@H:49]([CH2:54][CH:55]([CH3:56])[CH3:57])[C:47]([NH:46][C@@H:41]([C:40]([CH3:39])([CH3:58])[CH3:59])[C:42]([NH:44][CH3:45])=[O:43])=[O:48])[C:3]1[CH:8]=[CH:7][CH:6]=[CH:5][CH:4]=1.